From a dataset of Reaction yield outcomes from USPTO patents with 853,638 reactions. Predict the reaction yield, written as a fraction of the theoretical maximum amount of product (1.0 means a 100% yield; for example, 0.34 means a 34% yield). (1) The reactants are Br.Br.[F:3][C:4]1[CH:5]=[C:6]([NH:33][C:34]([NH:36][C:37](=[O:45])[CH2:38][C:39]2[CH:44]=[CH:43][CH:42]=[CH:41][CH:40]=2)=[S:35])[CH:7]=[CH:8][C:9]=1[O:10][C:11]1[C:20]2[C:15](=[CH:16][C:17]([O:23][CH2:24][CH:25]3[CH2:32][CH:28]4[CH2:29][NH:30][CH2:31][CH:27]4[CH2:26]3)=[C:18]([O:21][CH3:22])[CH:19]=2)[N:14]=[CH:13][N:12]=1.C=O.[C:48]([O-])(O)=O.[Na+]. The catalyst is C(C#N)(C)=O.O.CC(O)=O. The product is [F:3][C:4]1[CH:5]=[C:6]([NH:33][C:34]([NH:36][C:37](=[O:45])[CH2:38][C:39]2[CH:40]=[CH:41][CH:42]=[CH:43][CH:44]=2)=[S:35])[CH:7]=[CH:8][C:9]=1[O:10][C:11]1[C:20]2[C:15](=[CH:16][C:17]([O:23][CH2:24][CH:25]3[CH2:32][CH:28]4[CH2:29][N:30]([CH3:48])[CH2:31][CH:27]4[CH2:26]3)=[C:18]([O:21][CH3:22])[CH:19]=2)[N:14]=[CH:13][N:12]=1. The yield is 0.400. (2) The reactants are [CH3:1][C:2]1[O:6][N:5]=[C:4]([C:7]2[CH:12]=[CH:11][CH:10]=[CH:9][CH:8]=2)[C:3]=1[CH2:13][O:14][C:15]1[CH:29]=[CH:28][C:18]([C:19]([NH:21][CH:22]2[CH2:27][CH2:26][O:25][CH2:24][CH2:23]2)=[O:20])=[CH:17][N:16]=1.[CH3:30][Si]([N-][Si](C)(C)C)(C)C.[K+].IC. The catalyst is C1COCC1. The product is [CH3:30][N:21]([CH:22]1[CH2:27][CH2:26][O:25][CH2:24][CH2:23]1)[C:19](=[O:20])[C:18]1[CH:28]=[CH:29][C:15]([O:14][CH2:13][C:3]2[C:4]([C:7]3[CH:8]=[CH:9][CH:10]=[CH:11][CH:12]=3)=[N:5][O:6][C:2]=2[CH3:1])=[N:16][CH:17]=1. The yield is 0.440. (3) The reactants are C[N+]1([O-])CC[O:5]CC1.[CH:9]1([NH:14][C:15]([C:17]2[N:18]=[CH:19][N:20]3[C:25]4[CH:26]=[CH:27][CH:28]=[C:29](CC=C)[C:24]=4[O:23][CH2:22][C:21]=23)=[O:16])[CH2:13][CH2:12][CH2:11][CH2:10]1.[CH3:33][C:34]([CH3:36])=[O:35].O. The catalyst is O.[Os](=O)(=O)(=O)=O. The product is [OH:35][CH:34]([CH2:36][OH:5])[CH2:33][C:29]1[C:24]2[O:23][CH2:22][C:21]3=[C:17]([C:15]([NH:14][CH:9]4[CH2:13][CH2:12][CH2:11][CH2:10]4)=[O:16])[N:18]=[CH:19][N:20]3[C:25]=2[CH:26]=[CH:27][CH:28]=1. The yield is 0.900.